From a dataset of Forward reaction prediction with 1.9M reactions from USPTO patents (1976-2016). Predict the product of the given reaction. (1) Given the reactants [C:1]([C:3]1(O)[CH2:8][CH2:7][CH2:6][N:5]([C:9]([O:11][C:12]([CH3:15])([CH3:14])[CH3:13])=[O:10])[CH2:4]1)#[N:2].CCN(S(F)(F)[F:23])CC, predict the reaction product. The product is: [C:1]([C:3]1([F:23])[CH2:8][CH2:7][CH2:6][N:5]([C:9]([O:11][C:12]([CH3:15])([CH3:14])[CH3:13])=[O:10])[CH2:4]1)#[N:2]. (2) Given the reactants [H-].[Na+].[C:3]1([C:9]2[C:17]3[C:12](=[CH:13][C:14]([C:18]([F:21])([F:20])[F:19])=[CH:15][CH:16]=3)[NH:11][N:10]=2)[CH:8]=[CH:7][CH:6]=[CH:5][CH:4]=1.Br[CH2:23][C:24]1[S:25][CH:26]=[C:27]([C:29]([O:31][CH2:32][CH3:33])=[O:30])[N:28]=1.O, predict the reaction product. The product is: [C:3]1([C:9]2[C:17]3[C:12](=[CH:13][C:14]([C:18]([F:20])([F:21])[F:19])=[CH:15][CH:16]=3)[N:11]([CH2:23][C:24]3[S:25][CH:26]=[C:27]([C:29]([O:31][CH2:32][CH3:33])=[O:30])[N:28]=3)[N:10]=2)[CH:4]=[CH:5][CH:6]=[CH:7][CH:8]=1. (3) Given the reactants [CH2:1]([N:6]1[C:14]2[C:9](=[CH:10][CH:11]=[CH:12][CH:13]=2)[C:8](/[CH:15]=[CH:16]/[C:17]([OH:19])=O)=[CH:7]1)[CH2:2][CH:3]([CH3:5])[CH3:4].[F:20][C:21]1[CH:22]=[C:23]([CH:31]=[CH:32][CH:33]=1)[C:24]([NH:26][NH:27][CH:28]([CH3:30])[CH3:29])=[O:25].CN(C(ON1N=NC2C=CC=NC1=2)=[N+](C)C)C.F[P-](F)(F)(F)(F)F.C(N(CC)C(C)C)(C)C, predict the reaction product. The product is: [F:20][C:21]1[CH:22]=[C:23]([CH:31]=[CH:32][CH:33]=1)[C:24]([NH:26][N:27]([C:17](=[O:19])/[CH:16]=[CH:15]/[C:8]1[C:9]2[C:14](=[CH:13][CH:12]=[CH:11][CH:10]=2)[N:6]([CH2:1][CH2:2][CH:3]([CH3:4])[CH3:5])[CH:7]=1)[CH:28]([CH3:30])[CH3:29])=[O:25]. (4) The product is: [CH2:1]([S:8][C:9]1[C:10]([Cl:16])=[C:11]([N:17]2[CH2:22][CH2:21][O:20][CH2:19][C:18]2=[O:23])[CH:12]=[CH:13][CH:14]=1)[C:2]1[CH:7]=[CH:6][CH:5]=[CH:4][CH:3]=1. Given the reactants [CH2:1]([S:8][C:9]1[CH:14]=[CH:13][CH:12]=[C:11](Br)[C:10]=1[Cl:16])[C:2]1[CH:7]=[CH:6][CH:5]=[CH:4][CH:3]=1.[NH:17]1[CH2:22][CH2:21][O:20][CH2:19][C:18]1=[O:23], predict the reaction product. (5) Given the reactants Cl.[CH:2]1([CH2:5][O:6][C:7]2[CH:12]=[C:11]([O:13][CH3:14])[C:10]([F:15])=[CH:9][C:8]=2[C:16]2[CH:21]=[CH:20][N:19]=[C:18]3[C:22]([C:26]([NH:28][CH:29]4[CH2:34][CH2:33][NH:32][CH2:31][CH2:30]4)=[O:27])=[C:23]([CH3:25])[NH:24][C:17]=23)[CH2:4][CH2:3]1.C([O:38][C@@H:39]([CH3:43])[C:40](Cl)=[O:41])(=O)C, predict the reaction product. The product is: [CH:2]1([CH2:5][O:6][C:7]2[CH:12]=[C:11]([O:13][CH3:14])[C:10]([F:15])=[CH:9][C:8]=2[C:16]2[CH:21]=[CH:20][N:19]=[C:18]3[C:22]([C:26]([NH:28][CH:29]4[CH2:30][CH2:31][N:32]([C:40](=[O:41])[C@@H:39]([OH:38])[CH3:43])[CH2:33][CH2:34]4)=[O:27])=[C:23]([CH3:25])[NH:24][C:17]=23)[CH2:4][CH2:3]1.